From a dataset of Reaction yield outcomes from USPTO patents with 853,638 reactions. Predict the reaction yield, written as a fraction of the theoretical maximum amount of product (1.0 means a 100% yield; for example, 0.34 means a 34% yield). The reactants are [N+:1]([C:4]1[CH:12]=[C:11]2[C:7]([CH2:8][NH:9][C:10]2=[O:13])=[CH:6][CH:5]=1)([O-])=O. The catalyst is C(O)(=O)C.[Pd]. The product is [NH2:1][C:4]1[CH:12]=[C:11]2[C:7]([CH2:8][NH:9][C:10]2=[O:13])=[CH:6][CH:5]=1. The yield is 0.910.